This data is from Forward reaction prediction with 1.9M reactions from USPTO patents (1976-2016). The task is: Predict the product of the given reaction. (1) Given the reactants [CH2:1]([CH2:3][NH2:4])[OH:2].C(N(CC)CC)C.[C:12](Cl)(=[O:22])[CH2:13][CH2:14][CH2:15][CH2:16][CH2:17][CH2:18][CH2:19][CH2:20][CH3:21], predict the reaction product. The product is: [C:12]([NH:4][CH2:3][CH2:1][OH:2])(=[O:22])[CH2:13][CH2:14][CH2:15][CH2:16][CH2:17][CH2:18][CH2:19][CH2:20][CH3:21]. (2) Given the reactants [CH3:1][CH:2]([C:5]([OH:7])=[O:6])[CH2:3][NH2:4].O=S(Cl)[Cl:10].[CH3:12]O, predict the reaction product. The product is: [ClH:10].[NH2:4][CH2:3][CH:2]([CH3:1])[C:5]([O:7][CH3:12])=[O:6]. (3) Given the reactants Br[C:2]1[C:3]2[CH2:10][CH2:9][CH:8]([NH:11][C:12](=[O:15])[CH2:13][CH3:14])[C:4]=2[CH:5]=[N:6][CH:7]=1.[F:16][C:17]1[CH:22]=[CH:21][C:20](B(O)O)=[CH:19][C:18]=1[CH3:26], predict the reaction product. The product is: [F:16][C:17]1[CH:22]=[CH:21][C:20]([C:2]2[C:3]3[CH2:10][CH2:9][CH:8]([NH:11][C:12](=[O:15])[CH2:13][CH3:14])[C:4]=3[CH:5]=[N:6][CH:7]=2)=[CH:19][C:18]=1[CH3:26]. (4) Given the reactants [N:1]1[CH:6]=[CH:5][C:4]([C:7]2[S:8][C:9]([C:15]3[CH:20]=[CH:19][N:18]=[CH:17][CH:16]=3)=[C:10]([CH3:14])[C:11]=2[CH:12]=[O:13])=[CH:3][CH:2]=1.[BH4-].[Na+].P([O-])([O-])([O-])=O, predict the reaction product. The product is: [OH:13][CH2:12][C:11]1[C:10]([CH3:14])=[C:9]([C:15]2[CH:20]=[CH:19][N:18]=[CH:17][CH:16]=2)[S:8][C:7]=1[C:4]1[CH:5]=[CH:6][N:1]=[CH:2][CH:3]=1. (5) The product is: [CH:10]([N:13]1[C:18](=[O:19])[CH:17]=[CH:16][C:15]([CH2:20][C:21](=[O:8])[C:22]2[CH:23]=[CH:24][CH:25]=[CH:26][CH:27]=2)=[N:14]1)([CH3:12])[CH3:11]. Given the reactants S(=O)(=O)(O)O.C(O)(=[O:8])C.[CH:10]([N:13]1[C:18](=[O:19])[CH:17]=[CH:16][C:15]([C:20]#[C:21][C:22]2[CH:27]=[CH:26][CH:25]=[CH:24][CH:23]=2)=[N:14]1)([CH3:12])[CH3:11], predict the reaction product. (6) Given the reactants ClC1[C:3](F)=[C:4](C(C)=CC=1)[CH:5]=[O:6].C[C:13]1([CH3:21])[CH2:18][CH2:17][CH2:16][C:15](C)(C)N1.[Li]CCCC.[Cl:27][C:28]1[CH:33]=[CH:32][C:31]([CH3:34])=[CH:30][C:29]=1[F:35].C[N:37]([CH:39]=[O:40])C.C1C[O:44]CC1, predict the reaction product. The product is: [Cl:27][C:28]1[C:29]([F:35])=[C:30]([C@@H:3]([NH:37][C:39](=[O:40])[O:44][C:15]2[CH:16]=[CH:17][CH:18]=[CH:13][CH:21]=2)[CH2:4][CH:5]=[O:6])[C:31]([CH3:34])=[CH:32][CH:33]=1. (7) Given the reactants [CH3:1][O:2][C:3](=[O:30])[CH2:4][CH:5]([N:19]1[CH2:27][C:26]2[C:21](=[C:22]([NH2:28])[CH:23]=[CH:24][CH:25]=2)[C:20]1=[O:29])[C:6]1[CH:11]=[CH:10][C:9]([O:12][CH:13]([F:15])[F:14])=[C:8]([O:16][CH2:17][CH3:18])[CH:7]=1.[C:31]1([C:34](Cl)=[O:35])[CH2:33][CH:32]=1, predict the reaction product. The product is: [CH3:1][O:2][C:3](=[O:30])[CH2:4][CH:5]([N:19]1[CH2:27][C:26]2[C:21](=[C:22]([NH:28][C:34]([CH:31]3[CH2:33][CH2:32]3)=[O:35])[CH:23]=[CH:24][CH:25]=2)[C:20]1=[O:29])[C:6]1[CH:11]=[CH:10][C:9]([O:12][CH:13]([F:15])[F:14])=[C:8]([O:16][CH2:17][CH3:18])[CH:7]=1. (8) The product is: [CH2:1]([O:3][C:4](=[O:28])[CH2:5][C:6]1[CH:11]=[CH:10][C:9]([Cl:12])=[C:8]([O:13][C:14]2[CH:19]=[CH:18][C:17]([NH:20][C:29](=[O:34])[C:30]([CH3:33])([CH3:32])[CH3:31])=[CH:16][C:15]=2[CH2:21][S:22][CH2:23][C:24]([F:26])([F:27])[F:25])[CH:7]=1)[CH3:2]. Given the reactants [CH2:1]([O:3][C:4](=[O:28])[CH2:5][C:6]1[CH:11]=[CH:10][C:9]([Cl:12])=[C:8]([O:13][C:14]2[CH:19]=[CH:18][C:17]([NH2:20])=[CH:16][C:15]=2[CH2:21][S:22][CH2:23][C:24]([F:27])([F:26])[F:25])[CH:7]=1)[CH3:2].[C:29](Cl)(=[O:34])[C:30]([CH3:33])([CH3:32])[CH3:31], predict the reaction product. (9) Given the reactants Br[C:2]1[CH:7]=[CH:6][CH:5]=[CH:4][N:3]=1.C([Li])CCC.[C:13]([C:15]1[CH:20]=[CH:19][C:18]([NH:21][C:22]([C:24]2[C:25]([C:30]3[CH:35]=[CH:34][C:33]([C:36]([F:39])([F:38])[F:37])=[CH:32][CH:31]=3)=[CH:26][CH:27]=[CH:28][CH:29]=2)=[O:23])=[CH:17][CH:16]=1)#N.C(OCC)(=[O:42])C, predict the reaction product. The product is: [N:3]1[CH:4]=[CH:5][CH:6]=[CH:7][C:2]=1[C:13]([C:15]1[CH:20]=[CH:19][C:18]([NH:21][C:22]([C:24]2[C:25]([C:30]3[CH:35]=[CH:34][C:33]([C:36]([F:39])([F:38])[F:37])=[CH:32][CH:31]=3)=[CH:26][CH:27]=[CH:28][CH:29]=2)=[O:23])=[CH:17][CH:16]=1)=[O:42]. (10) Given the reactants [CH2:1]=[CH:2][CH:3]([OH:6])[CH2:4][OH:5].[CH:7](=O)[C:8]1[CH:13]=[CH:12][CH:11]=[CH:10][CH:9]=1, predict the reaction product. The product is: [C:8]1([CH:7]2[O:6][CH:3]([CH:2]=[CH2:1])[CH2:4][O:5]2)[CH:13]=[CH:12][CH:11]=[CH:10][CH:9]=1.